From a dataset of Forward reaction prediction with 1.9M reactions from USPTO patents (1976-2016). Predict the product of the given reaction. Given the reactants CC1C=CC(S([O:11][CH2:12][C@@H:13]2[CH2:18][O:17][C@@H:16]([C@H:19]3[O:23][N:22]=[C:21]([C:24]4[CH:29]=[C:28]([C:30](=[O:41])[NH:31][CH2:32][C:33]5[CH:38]=[CH:37][C:36]([F:39])=[C:35]([Cl:40])[CH:34]=5)[N:27]=[C:26]([CH3:42])[N:25]=4)[CH2:20]3)[CH2:15][O:14]2)(=O)=O)=CC=1.O.[OH-].[Na+], predict the reaction product. The product is: [Cl:40][C:35]1[CH:34]=[C:33]([CH:38]=[CH:37][C:36]=1[F:39])[CH2:32][NH:31][C:30]([C:28]1[CH:29]=[C:24]([C:21]2[CH2:20][C@@H:19]([C@H:16]3[CH2:15][O:14][C@H:13]([CH2:12][OH:11])[CH2:18][O:17]3)[O:23][N:22]=2)[N:25]=[C:26]([CH3:42])[N:27]=1)=[O:41].[Cl:40][C:35]1[CH:34]=[C:33]([CH:38]=[CH:37][C:36]=1[F:39])[CH2:32][NH:31][C:30]([C:28]1[CH:29]=[C:24]([C:21]2[CH2:20][C@H:19]([C@H:16]3[CH2:15][O:14][C@H:13]([CH2:12][OH:11])[CH2:18][O:17]3)[O:23][N:22]=2)[N:25]=[C:26]([CH3:42])[N:27]=1)=[O:41].